Predict which catalyst facilitates the given reaction. From a dataset of Catalyst prediction with 721,799 reactions and 888 catalyst types from USPTO. (1) Reactant: Cl[C:2]1[CH:15]=[CH:14][C:13]([N+:16]([O-:18])=[O:17])=[CH:12][C:3]=1[C:4]([C:6]1[CH:11]=[CH:10][CH:9]=[CH:8][CH:7]=1)=O.O.[NH2:20][NH2:21].O. Product: [N+:16]([C:13]1[CH:12]=[C:3]2[C:2](=[CH:15][CH:14]=1)[NH:21][N:20]=[C:4]2[C:6]1[CH:11]=[CH:10][CH:9]=[CH:8][CH:7]=1)([O-:18])=[O:17]. The catalyst class is: 8. (2) Reactant: [F:1][C:2]1[CH:3]=[C:4]([C@H:8]2[CH2:12][CH2:11][CH2:10][N:9]2[C:13]2[CH:18]=[CH:17][N:16]3[N:19]=[CH:20][C:21]([NH2:22])=[C:15]3[N:14]=2)[CH:5]=[CH:6][CH:7]=1.C1N=CN([C:28]([N:30]2[CH:34]=N[CH:32]=[CH:31]2)=[O:29])C=1.Cl.N1CC([OH:40])C1.CCN(C(C)C)C(C)C. Product: [F:1][C:2]1[CH:3]=[C:4]([C@H:8]2[CH2:12][CH2:11][CH2:10][N:9]2[C:13]2[CH:18]=[CH:17][N:16]3[N:19]=[CH:20][C:21]([NH:22][C:28]([N:30]4[CH2:31][CH:32]([OH:40])[CH2:34]4)=[O:29])=[C:15]3[N:14]=2)[CH:5]=[CH:6][CH:7]=1. The catalyst class is: 2. (3) Reactant: [F:1][C:2]1[CH:10]=[CH:9][C:8]([N+:11]([O-:13])=[O:12])=[CH:7][C:3]=1[C:4](Cl)=[O:5].[Br:14][C:15]1[CH:21]=[CH:20][C:18]([NH2:19])=[CH:17][CH:16]=1. Product: [Br:14][C:15]1[CH:21]=[CH:20][C:18]([NH:19][C:4](=[O:5])[C:3]2[CH:7]=[C:8]([N+:11]([O-:13])=[O:12])[CH:9]=[CH:10][C:2]=2[F:1])=[CH:17][CH:16]=1. The catalyst class is: 2. (4) Reactant: [CH3:1][C:2]1[N:3]=[C:4]2[C:13]3[CH2:12][CH:11]([C:14]4[CH:19]=[CH:18][CH:17]=[CH:16][CH:15]=4)[CH2:10][CH2:9][C:8]=3[C:7]([C:20]([OH:22])=O)=[CH:6][N:5]2[C:23]=1[CH3:24].CN(C(ON1N=NC2C=CC=CC1=2)=[N+](C)C)C.[B-](F)(F)(F)F.[CH3:47][O:48][CH2:49][CH2:50][NH2:51].[Cl-].[NH4+]. Product: [CH3:47][O:48][CH2:49][CH2:50][NH:51][C:20]([C:7]1[C:8]2[CH2:9][CH2:10][CH:11]([C:14]3[CH:19]=[CH:18][CH:17]=[CH:16][CH:15]=3)[CH2:12][C:13]=2[C:4]2=[N:3][C:2]([CH3:1])=[C:23]([CH3:24])[N:5]2[CH:6]=1)=[O:22]. The catalyst class is: 4. (5) Reactant: [CH:1]1([OH:4])[CH2:3][CH2:2]1.[C:5]1(C)C=CC=C[CH:6]=1.[H-].[Na+].Cl[C:15]1[CH:16]=[CH:17][C:18]2[CH2:19][N:20](C(OC(C)(C)C)=O)[CH2:21][CH2:22][O:23][C:24]=2[N:25]=1.C1C=CC(P(C2C(C3C(P(C4C=CC=CC=4)C4C=CC=CC=4)=CC=C4C=3C=CC=C4)=C3C(C=CC=C3)=CC=2)C2C=CC=CC=2)=CC=1. Product: [CH:1]1([O:4][C:15]2[CH:16]=[CH:17][C:18]3[CH2:19][NH:20][CH2:21][CH2:22][O:23][C:24]=3[N:25]=2)[CH2:6][CH2:5][CH2:2][CH2:3]1. The catalyst class is: 110. (6) Reactant: [NH2:1][C:2]1[S:3][CH:4]=[C:5](/[C:7](=[N:11]/[O:12][C:13]([CH3:22])([CH3:21])[C:14]([O:16][C:17]([CH3:20])([CH3:19])[CH3:18])=[O:15])/[C:8]([OH:10])=[O:9])[N:6]=1. Product: [C:17]([O:16][C:14](=[O:15])[C:13]([O:12]/[N:11]=[C:7](/[C:5]1[N:6]=[C:2]([NH:1][C:14]([O:16][C:17]([CH3:20])([CH3:19])[CH3:18])=[O:15])[S:3][CH:4]=1)\[C:8]([OH:10])=[O:9])([CH3:22])[CH3:21])([CH3:20])([CH3:19])[CH3:18]. The catalyst class is: 154. (7) Reactant: [NH2:1][C:2]1[CH:9]=[CH:8][C:5]([C:6]#[N:7])=[C:4]([OH:10])[CH:3]=1.C(=O)([O-])O.[Na+].[C:16]([C:18]([C:21]1[CH:22]=[C:23]([CH:27]=[CH:28][CH:29]=1)[C:24](Cl)=[O:25])([CH3:20])[CH3:19])#[N:17]. Product: [C:6]([C:5]1[CH:8]=[CH:9][C:2]([NH:1][C:24](=[O:25])[C:23]2[CH:27]=[CH:28][CH:29]=[C:21]([C:18]([C:16]#[N:17])([CH3:19])[CH3:20])[CH:22]=2)=[CH:3][C:4]=1[OH:10])#[N:7]. The catalyst class is: 7. (8) Reactant: [CH3:1][CH2:2][O:3][C:4]([CH2:6][C:7]([CH2:9][C:10]([O:12][CH2:13][CH3:14])=[O:11])=[O:8])=[O:5].[CH2:15](O)[CH2:16][OH:17].O.C1(C)C=CC(S(O)(=O)=O)=CC=1. Product: [O:8]1[CH2:15][CH2:16][O:17][C:7]1([CH2:6][C:4]([O:3][CH2:2][CH3:1])=[O:5])[CH2:9][C:10]([O:12][CH2:13][CH3:14])=[O:11]. The catalyst class is: 48.